This data is from Reaction yield outcomes from USPTO patents with 853,638 reactions. The task is: Predict the reaction yield, written as a fraction of the theoretical maximum amount of product (1.0 means a 100% yield; for example, 0.34 means a 34% yield). The reactants are [C:1]([C:3]1([C:6]([NH:8][NH:9][C:10](=O)[C:11]2[CH:16]=[CH:15][CH:14]=[C:13]([CH2:17][CH2:18][CH2:19][CH2:20][CH2:21][CH2:22][CH2:23][CH2:24][CH2:25][CH2:26][CH3:27])[CH:12]=2)=O)[CH2:5][CH2:4]1)#[N:2].S(Cl)(Cl)=O.[NH3:33]. The catalyst is C(O)(C)C. The product is [CH2:17]([C:13]1[CH:12]=[C:11]([C:10]2[N:33]=[C:6]([C:3]3([C:1]#[N:2])[CH2:5][CH2:4]3)[NH:8][N:9]=2)[CH:16]=[CH:15][CH:14]=1)[CH2:18][CH2:19][CH2:20][CH2:21][CH2:22][CH2:23][CH2:24][CH2:25][CH2:26][CH3:27]. The yield is 0.740.